Dataset: Full USPTO retrosynthesis dataset with 1.9M reactions from patents (1976-2016). Task: Predict the reactants needed to synthesize the given product. (1) The reactants are: [I-].[Na+].[CH:3]([N:6]1[CH2:11][CH2:10][NH:9][CH2:8][CH2:7]1)([CH3:5])[CH3:4].Cl[CH2:13][CH2:14][CH2:15][S:16]([N:19]1[CH2:23][CH2:22][CH:21]([NH:24][C:25]2[N:30]=[C:29]([C:31]3[N:32]([CH:37]([CH3:39])[CH3:38])[C:33]([CH3:36])=[N:34][CH:35]=3)[CH:28]=[CH:27][N:26]=2)[CH2:20]1)(=[O:18])=[O:17]. Given the product [CH3:36][C:33]1[N:32]([CH:37]([CH3:39])[CH3:38])[C:31]([C:29]2[CH:28]=[CH:27][N:26]=[C:25]([NH:24][CH:21]3[CH2:22][CH2:23][N:19]([S:16]([CH2:15][CH2:14][CH2:13][N:9]4[CH2:10][CH2:11][N:6]([CH:3]([CH3:5])[CH3:4])[CH2:7][CH2:8]4)(=[O:18])=[O:17])[CH2:20]3)[N:30]=2)=[CH:35][N:34]=1, predict the reactants needed to synthesize it. (2) The reactants are: [CH:1]1([N:7]2[CH2:13][C:12]([F:15])([F:14])[C:11](=[O:16])[N:10]([CH3:17])[C:9]3[CH:18]=[N:19][C:20]([NH:22][C:23]4[CH:31]=[CH:30][C:26]([C:27]([OH:29])=O)=[CH:25][CH:24]=4)=[N:21][C:8]2=3)[CH2:6][CH2:5][CH2:4][CH2:3][CH2:2]1.[CH2:32]([N:34](CC)CC)C.F[P-](F)(F)(F)(F)F.CN(C(N(C)C)=[N+]1C2C(=NC=CC=2)[N+]([O-])=N1)C.Cl.CN. Given the product [CH:1]1([N:7]2[CH2:13][C:12]([F:15])([F:14])[C:11](=[O:16])[N:10]([CH3:17])[C:9]3[CH:18]=[N:19][C:20]([NH:22][C:23]4[CH:31]=[CH:30][C:26]([C:27]([NH:34][CH3:32])=[O:29])=[CH:25][CH:24]=4)=[N:21][C:8]2=3)[CH2:2][CH2:3][CH2:4][CH2:5][CH2:6]1, predict the reactants needed to synthesize it. (3) Given the product [CH2:22]([O:24][C:25](=[O:39])[C:26]1[CH:31]=[C:30]([Cl:32])[C:29]([N:33]2[CH2:38][CH2:37][N:36]([C:2]3[CH:3]=[C:4]([C:14]4[CH:19]=[CH:18][C:17]([F:20])=[C:16]([Cl:21])[CH:15]=4)[CH:5]=[C:6]([N:8]4[CH2:13][CH2:12][O:11][CH2:10][CH2:9]4)[N:7]=3)[CH2:35][CH2:34]2)=[N:28][CH:27]=1)[CH3:23], predict the reactants needed to synthesize it. The reactants are: Cl[C:2]1[N:7]=[C:6]([N:8]2[CH2:13][CH2:12][O:11][CH2:10][CH2:9]2)[CH:5]=[C:4]([C:14]2[CH:19]=[CH:18][C:17]([F:20])=[C:16]([Cl:21])[CH:15]=2)[CH:3]=1.[CH2:22]([O:24][C:25](=[O:39])[C:26]1[CH:31]=[C:30]([Cl:32])[C:29]([N:33]2[CH2:38][CH2:37][NH:36][CH2:35][CH2:34]2)=[N:28][CH:27]=1)[CH3:23].CC([O-])(C)C.[K+].C1C=CC(P(C2C(C3C(P(C4C=CC=CC=4)C4C=CC=CC=4)=CC=C4C=3C=CC=C4)=C3C(C=CC=C3)=CC=2)C2C=CC=CC=2)=CC=1. (4) Given the product [CH3:34][O:33][C:31](=[O:32])[CH2:30][O:16][C:7]1[C:8]([C:10]2[CH:11]=[CH:12][CH:13]=[CH:14][CH:15]=2)=[CH:9][C:4]([N+:1]([O-:3])=[O:2])=[CH:5][C:6]=1[C:17]1[CH:18]=[CH:19][CH:20]=[CH:21][CH:22]=1, predict the reactants needed to synthesize it. The reactants are: [N+:1]([C:4]1[CH:5]=[C:6]([C:17]2[CH:22]=[CH:21][CH:20]=[CH:19][CH:18]=2)[C:7]([OH:16])=[C:8]([C:10]2[CH:15]=[CH:14][CH:13]=[CH:12][CH:11]=2)[CH:9]=1)([O-:3])=[O:2].C([O-])([O-])=O.[K+].[K+].Br[CH2:30][C:31]([O:33][CH3:34])=[O:32].CCOC(C)=O.